This data is from Peptide-MHC class I binding affinity with 185,985 pairs from IEDB/IMGT. The task is: Regression. Given a peptide amino acid sequence and an MHC pseudo amino acid sequence, predict their binding affinity value. This is MHC class I binding data. The peptide sequence is ATVKGMQSY. The MHC is HLA-B39:01 with pseudo-sequence HLA-B39:01. The binding affinity (normalized) is 0.213.